This data is from Peptide-MHC class II binding affinity with 134,281 pairs from IEDB. The task is: Regression. Given a peptide amino acid sequence and an MHC pseudo amino acid sequence, predict their binding affinity value. This is MHC class II binding data. (1) The peptide sequence is YAKMRSAHTNDVKQL. The MHC is DRB1_0802 with pseudo-sequence DRB1_0802. The binding affinity (normalized) is 0.931. (2) The peptide sequence is LAGDAAGAWRTAAVE. The MHC is DRB1_1501 with pseudo-sequence DRB1_1501. The binding affinity (normalized) is 0.0560. (3) The peptide sequence is GKARTAWVDSGAQLG. The MHC is DRB1_1602 with pseudo-sequence DRB1_1602. The binding affinity (normalized) is 0.424. (4) The peptide sequence is GLLQIVDKIDAAFKI. The MHC is DRB4_0101 with pseudo-sequence DRB4_0103. The binding affinity (normalized) is 0.603. (5) The peptide sequence is DLGRNEVVNDVSTFS. The MHC is DRB3_0101 with pseudo-sequence DRB3_0101. The binding affinity (normalized) is 0.634. (6) The MHC is DRB4_0101 with pseudo-sequence DRB4_0103. The peptide sequence is MPPELNTARLMAGAG. The binding affinity (normalized) is 0.746.